This data is from Catalyst prediction with 721,799 reactions and 888 catalyst types from USPTO. The task is: Predict which catalyst facilitates the given reaction. (1) Reactant: [CH:1]1([N:4]2[C:13]3[C:8](=[CH:9][C:10]([F:17])=[C:11](F)[C:12]=3[O:14][CH3:15])[C:7](=[O:18])[C:6]([C:19]([OH:21])=[O:20])=[CH:5]2)[CH2:3][CH2:2]1.[CH3:22][CH:23]1[CH2:28][NH:27][CH2:26][CH2:25][NH:24]1.O. Product: [CH3:22][CH:23]1[NH:24][CH2:25][CH2:26][N:27]([C:11]2[C:12]([O:14][CH3:15])=[C:13]3[N:4]([CH:1]4[CH2:3][CH2:2]4)[CH:5]=[C:6]([C:19]([OH:21])=[O:20])[C:7](=[O:18])[C:8]3=[CH:9][C:10]=2[F:17])[CH2:28]1. The catalyst class is: 16. (2) Reactant: [O:1]=[C:2]1[CH:7]([N:8]2[C:16](=[O:17])[C:15]3[C:10](=[CH:11][CH:12]=[CH:13][C:14]=3[NH:18][CH2:19][C:20]([OH:22])=O)[C:9]2=[O:23])[CH2:6][CH2:5]C(=O)[NH:3]1.CI.[C:27](=[O:30])([O-])[O-].[K+].[K+].[CH3:33][N:34](C=O)C. Product: [O:1]=[C:2]1[CH:7]([N:8]2[C:16](=[O:17])[C:15]3[C:10](=[CH:11][CH:12]=[CH:13][C:14]=3[NH:18][CH2:19][C:20]([NH:34][CH3:33])=[O:22])[C:9]2=[O:23])[CH2:6][CH2:5][C:27](=[O:30])[NH:3]1. The catalyst class is: 2. (3) Reactant: [OH:1][CH2:2][CH:3]1[CH2:8][CH2:7][CH2:6][CH:5]([NH:9][C:10](=[O:16])[O:11][C:12]([CH3:15])([CH3:14])[CH3:13])[CH2:4]1.CCN(CC)CC.[CH3:24][S:25](Cl)(=[O:27])=[O:26]. Product: [CH3:24][S:25]([O:1][CH2:2][CH:3]1[CH2:8][CH2:7][CH2:6][CH:5]([NH:9][C:10]([O:11][C:12]([CH3:13])([CH3:15])[CH3:14])=[O:16])[CH2:4]1)(=[O:27])=[O:26]. The catalyst class is: 2.